This data is from Reaction yield outcomes from USPTO patents with 853,638 reactions. The task is: Predict the reaction yield, written as a fraction of the theoretical maximum amount of product (1.0 means a 100% yield; for example, 0.34 means a 34% yield). (1) The reactants are [CH3:1][C:2]1([CH3:30])[CH2:7][C:6]([CH3:9])([CH3:8])[CH2:5][C:4](=[C:10]([C:18]2[CH:23]=[CH:22][C:21]([C:24]#[C:25][Si](C)(C)C)=[CH:20][CH:19]=2)[C:11]2[CH:16]=[CH:15][C:14]([OH:17])=[CH:13][CH:12]=2)[CH2:3]1.C([O-])([O-])=O.[K+].[K+].O. The catalyst is CO. The product is [C:24]([C:21]1[CH:22]=[CH:23][C:18]([C:10](=[C:4]2[CH2:3][C:2]([CH3:30])([CH3:1])[CH2:7][C:6]([CH3:9])([CH3:8])[CH2:5]2)[C:11]2[CH:16]=[CH:15][C:14]([OH:17])=[CH:13][CH:12]=2)=[CH:19][CH:20]=1)#[CH:25]. The yield is 0.970. (2) The reactants are [F:1][C:2]1[CH:11]=[C:10]2[C:5]([CH:6]=[CH:7][C:8]([CH3:12])=[N:9]2)=[C:4]([N:13]2[CH2:18][CH2:17][NH:16][CH2:15][CH2:14]2)[CH:3]=1.Cl[CH2:20][C:21]([C:23]1[CH:24]=[CH:25][C:26]2[O:31][CH2:30][C:29](=O)[NH:28][C:27]=2[CH:33]=1)=[O:22].C(N(CC)C(C)C)(C)C. The catalyst is C(#N)C. The product is [F:1][C:2]1[CH:11]=[C:10]2[C:5]([CH:6]=[CH:7][C:8]([CH3:12])=[N:9]2)=[C:4]([N:13]2[CH2:14][CH2:15][N:16]([CH2:20][C:21]([C:23]3[CH:24]=[CH:25][C:26]4[O:31][CH2:30][CH:29]=[N:28][C:27]=4[CH:33]=3)=[O:22])[CH2:17][CH2:18]2)[CH:3]=1. The yield is 0.770. (3) The reactants are [Li+].[OH-].[CH2:3]([N:10]1[CH:15]=[CH:14][N:13]=[C:12]([C:16]([O:18]C)=[O:17])[C:11]1=[O:20])[C:4]1[CH:9]=[CH:8][CH:7]=[CH:6][CH:5]=1.Cl.O. The catalyst is C1COCC1.CO. The product is [CH2:3]([N:10]1[CH:15]=[CH:14][N:13]=[C:12]([C:16]([OH:18])=[O:17])[C:11]1=[O:20])[C:4]1[CH:5]=[CH:6][CH:7]=[CH:8][CH:9]=1. The yield is 0.820. (4) The reactants are [C:1]([O:6][CH2:7][CH3:8])(=[O:5])[CH:2]([CH3:4])[CH3:3].[Li+].CC([N-][CH:14]([CH3:16])[CH3:15])C.Br[CH2:18][C:19]1[CH:20]=[C:21]([C:25]([C:27]2[CH:32]=[CH:31][CH:30]=[C:29]([CH2:33]Br)[CH:28]=2)=[O:26])[CH:22]=[CH:23][CH:24]=1.[OH2:35].C1[CH2:40][O:39][CH2:38][CH2:37]1. No catalyst specified. The product is [CH2:38]([O:39][C:40](=[O:35])[C:14]([CH3:15])([CH3:16])[CH2:18][C:19]1[CH:24]=[CH:23][CH:22]=[C:21]([C:25](=[O:26])[C:27]2[CH:32]=[CH:31][CH:30]=[C:29]([CH2:33][C:2]([C:1]([O:6][CH2:7][CH3:8])=[O:5])([CH3:4])[CH3:3])[CH:28]=2)[CH:20]=1)[CH3:37]. The yield is 0.630. (5) The reactants are [Na].S(N[N:13]=[CH:14][C:15]1C=CC=C[C:16]=1[C:21]1[CH:26]=[CH:25][C:24]([F:27])=[CH:23][CH:22]=1)(C1C=CC(C)=CC=1)(=O)=O.C(N1[C:34](=[O:35])[C:33]2=[CH:36][CH:37]=[CH:38][CH:39]=[C:32]2[C:31]1=[O:40])=C.O1CCOCC1.CCOC(C)=O.CCCCCC. The product is [F:27][C:24]1[CH:23]=[CH:22][C:21]([C@H:16]2[CH2:15][C@H:14]2[N:13]2[C:34](=[O:35])[C:33]3[C:32](=[CH:39][CH:38]=[CH:37][CH:36]=3)[C:31]2=[O:40])=[CH:26][CH:25]=1. The yield is 0.120. The catalyst is [Cl-].C([N+](CC)(CC)CC)C1C=CC=CC=1.CC([O-])=O.CC([O-])=O.CC([O-])=O.CC([O-])=O.[Rh+2].[Rh+2].O.CCOC(C)=O. (6) The reactants are [CH3:1][O:2][C:3]([C:5]1[CH:6]=[C:7]2[C:12](=[CH:13][CH:14]=1)[NH:11][CH:10]([C:15]1[CH:20]=[C:19]([F:21])[CH:18]=[C:17](Br)[CH:16]=1)[C:9]([CH3:24])([CH3:23])[CH2:8]2)=[O:4].[NH:25]1[CH2:29][CH2:28][CH2:27][C:26]1=[O:30].N1CCC[C@H:32]1C(O)=O.[OH-].[K+].[Cl-].[NH4+]. The catalyst is CS(C)=O.[Cu+]. The product is [CH2:1]([O:2][C:3]([C:5]1[CH:6]=[C:7]2[C:12](=[CH:13][CH:14]=1)[NH:11][CH:10]([C:15]1[CH:16]=[C:17]([N:25]3[CH2:29][CH2:28][CH2:27][C:26]3=[O:30])[CH:18]=[C:19]([F:21])[CH:20]=1)[C:9]([CH3:24])([CH3:23])[CH2:8]2)=[O:4])[CH3:32]. The yield is 0.610. (7) The reactants are Cl.[NH2:2][CH2:3][C:4]1[CH:5]=[C:6]([C:13]([O:15][CH2:16][CH3:17])=[O:14])[C:7]([CH:10]([F:12])[F:11])=[N:8][CH:9]=1.C(=O)(OC(C)(C)C)[O:19][C:20]([O:22][C:23]([CH3:26])([CH3:25])[CH3:24])=O.C(N(CC)CC)C. The catalyst is C1COCC1. The product is [C:23]([O:22][C:20]([NH:2][CH2:3][C:4]1[CH:5]=[C:6]([C:13]([O:15][CH2:16][CH3:17])=[O:14])[C:7]([CH:10]([F:12])[F:11])=[N:8][CH:9]=1)=[O:19])([CH3:26])([CH3:25])[CH3:24]. The yield is 0.680.